Dataset: Catalyst prediction with 721,799 reactions and 888 catalyst types from USPTO. Task: Predict which catalyst facilitates the given reaction. Reactant: [Cl:1][C:2]1[CH:3]=[C:4]([C:9](=[O:11])[CH3:10])[CH:5]=[CH:6][C:7]=1[OH:8].[C:12]1(P(C2C=CC=CC=2)C2C=CC=CC=2)[CH:17]=CC=C[CH:13]=1.CC(OC(/N=N/C(OC(C)C)=O)=O)C.CC(O)C. Product: [Cl:1][C:2]1[CH:3]=[C:4]([C:9](=[O:11])[CH3:10])[CH:5]=[CH:6][C:7]=1[O:8][CH:12]([CH3:17])[CH3:13]. The catalyst class is: 1.